Dataset: Orexin1 receptor HTS with 218,158 compounds and 233 confirmed actives. Task: Binary Classification. Given a drug SMILES string, predict its activity (active/inactive) in a high-throughput screening assay against a specified biological target. The compound is O(C(=O)N1CCN(CC1)C(=O)Nc1c2c(ccc1)cccc2)CC. The result is 0 (inactive).